From a dataset of Reaction yield outcomes from USPTO patents with 853,638 reactions. Predict the reaction yield, written as a fraction of the theoretical maximum amount of product (1.0 means a 100% yield; for example, 0.34 means a 34% yield). (1) The reactants are [F:1][C:2]([F:18])([F:17])[O:3][C:4]1[CH:16]=[CH:15][C:7]([O:8][CH:9]2[CH2:14][CH2:13][NH:12][CH2:11][CH2:10]2)=[CH:6][CH:5]=1.[C:19]1(=O)[CH2:24][CH2:23][C:22](=[O:25])[CH2:21][CH2:20]1. The catalyst is C(O)C.[C].[Pd]. The product is [OH:25][C:22]1[CH:23]=[CH:24][C:19]([N:12]2[CH2:11][CH2:10][CH:9]([O:8][C:7]3[CH:15]=[CH:16][C:4]([O:3][C:2]([F:1])([F:17])[F:18])=[CH:5][CH:6]=3)[CH2:14][CH2:13]2)=[CH:20][CH:21]=1. The yield is 0.890. (2) The reactants are [N+:1]([C:4]1[CH:5]=[C:6]([CH2:10][C:11]([OH:13])=[O:12])[CH:7]=[CH:8][CH:9]=1)([O-:3])=[O:2].Cl.[CH3:15]O. No catalyst specified. The product is [N+:1]([C:4]1[CH:5]=[C:6]([CH2:10][C:11]([O:13][CH3:15])=[O:12])[CH:7]=[CH:8][CH:9]=1)([O-:3])=[O:2]. The yield is 0.960.